From a dataset of Forward reaction prediction with 1.9M reactions from USPTO patents (1976-2016). Predict the product of the given reaction. (1) Given the reactants N1C=CC=CC=1.[CH3:7][CH:8]([CH3:31])[CH:9]([NH:14][C:15]([C:17]1[S:18][CH:19]=[C:20]([C:22]2[CH:27]=[CH:26][C:25]([N+:28]([O-])=O)=[CH:24][CH:23]=2)[N:21]=1)=[O:16])[C:10]([O:12][CH3:13])=[O:11].[Cl:32][C:33]1[CH:38]=[C:37]([Cl:39])[CH:36]=[CH:35][C:34]=1[S:40](Cl)(=[O:42])=[O:41], predict the reaction product. The product is: [Cl:32][C:33]1[CH:38]=[C:37]([Cl:39])[CH:36]=[CH:35][C:34]=1[S:40]([NH:28][C:25]1[CH:26]=[CH:27][C:22]([C:20]2[N:21]=[C:17]([C:15]([NH:14][CH:9]([CH:8]([CH3:31])[CH3:7])[C:10]([O:12][CH3:13])=[O:11])=[O:16])[S:18][CH:19]=2)=[CH:23][CH:24]=1)(=[O:42])=[O:41]. (2) Given the reactants [Br:1][C:2]1[CH:3]=[C:4]2[C:9](=[CH:10][CH:11]=1)[O:8][CH:7]=[C:6]([CH:12]=O)[C:5]2=[O:14].[CH3:15][O:16][C:17]([C:19]#[C:20][C:21]([O:23][CH3:24])=[O:22])=[O:18].C1(P(C2C=CC=CC=2)C2C=CC=CC=2)C=CC=CC=1.[NH2:44][CH2:45][CH2:46][C:47]1[C:55]2[C:50](=[CH:51][CH:52]=[CH:53][CH:54]=2)[NH:49][CH:48]=1, predict the reaction product. The product is: [CH3:15][O:16][C:17]([C:19]1[C:20]2([C:21]([O:23][CH3:24])=[O:22])[N:44]([CH2:45][CH2:46][C:47]3[C:55]4[C:50](=[CH:51][CH:52]=[CH:53][CH:54]=4)[NH:49][C:48]=32)[CH:7]=[C:6]([C:5](=[O:14])[C:4]2[CH:3]=[C:2]([Br:1])[CH:11]=[CH:10][C:9]=2[OH:8])[CH:12]=1)=[O:18]. (3) Given the reactants [CH3:1][C:2]([CH3:37])([O:14][C:15]1[CH:20]=[CH:19][C:18]([CH2:21][CH2:22][CH2:23][NH:24][C@@H:25]([C:27]2[C:36]3[C:31](=[CH:32][CH:33]=[CH:34][CH:35]=3)[CH:30]=[CH:29][CH:28]=2)[CH3:26])=[CH:17][CH:16]=1)[C:3]([NH:5][CH2:6][C:7]([O:9]C(C)(C)C)=[O:8])=[O:4].[ClH:38], predict the reaction product. The product is: [ClH:38].[CH3:37][C:2]([CH3:1])([O:14][C:15]1[CH:16]=[CH:17][C:18]([CH2:21][CH2:22][CH2:23][NH:24][C@@H:25]([C:27]2[C:36]3[C:31](=[CH:32][CH:33]=[CH:34][CH:35]=3)[CH:30]=[CH:29][CH:28]=2)[CH3:26])=[CH:19][CH:20]=1)[C:3]([NH:5][CH2:6][C:7]([OH:9])=[O:8])=[O:4]. (4) Given the reactants [CH2:1]([C:8]1[C:9](=[O:16])[NH:10][NH:11][C:12]=1[CH:13]([CH3:15])[CH3:14])[C:2]1[CH:7]=[CH:6][CH:5]=[CH:4][CH:3]=1.[CH2:17]([O:24][C:25](ON1C(=O)CCC1=O)=[O:26])[C:18]1[CH:23]=[CH:22][CH:21]=[CH:20][CH:19]=1.O.C(OCC)(=O)C, predict the reaction product. The product is: [CH2:17]([O:24][C:25]([N:11]1[C:12]([CH:13]([CH3:14])[CH3:15])=[C:8]([CH2:1][C:2]2[CH:3]=[CH:4][CH:5]=[CH:6][CH:7]=2)[C:9](=[O:16])[NH:10]1)=[O:26])[C:18]1[CH:23]=[CH:22][CH:21]=[CH:20][CH:19]=1. (5) The product is: [CH:40]1([N:35]2[CH2:34][C:33]3([CH2:43][CH2:44][N:30]([S:27]([C:24]4[CH:23]=[CH:22][C:21]([C:9]5[CH:10]=[C:11]6[C:16](=[CH:17][CH:18]=5)[CH:15]=[N:14][CH:13]=[CH:12]6)=[CH:26][CH:25]=4)(=[O:28])=[O:29])[CH2:31][CH2:32]3)[O:38][CH2:37][C:36]2=[O:39])[CH2:41][CH2:42]1. Given the reactants CC1(C)C(C)(C)OB([C:9]2[CH:10]=[C:11]3[C:16](=[CH:17][CH:18]=2)[CH:15]=[N:14][CH:13]=[CH:12]3)O1.Br[C:21]1[CH:26]=[CH:25][C:24]([S:27]([N:30]2[CH2:44][CH2:43][C:33]3([O:38][CH2:37][C:36](=[O:39])[N:35]([CH:40]4[CH2:42][CH2:41]4)[CH2:34]3)[CH2:32][CH2:31]2)(=[O:29])=[O:28])=[CH:23][CH:22]=1, predict the reaction product.